From a dataset of Forward reaction prediction with 1.9M reactions from USPTO patents (1976-2016). Predict the product of the given reaction. Given the reactants [NH2:1][C:2]1[C:21]([C:22](ON2C3C=CC=CC=3N=N2)=[O:23])=[C:5]2[N:6]=[C:7]3[CH2:13][CH2:12][N:11]([C:14]([O:16][C:17]([CH3:20])([CH3:19])[CH3:18])=[O:15])[CH2:10][C:8]3=[CH:9][N:4]2[N:3]=1.[CH:34]1([C:37]2[CH:42]=[CH:41][N:40]=[CH:39][C:38]=2[NH2:43])[CH2:36][CH2:35]1, predict the reaction product. The product is: [NH2:1][C:2]1[C:21]([C:22](=[O:23])[NH:43][C:38]2[CH:39]=[N:40][CH:41]=[CH:42][C:37]=2[CH:34]2[CH2:36][CH2:35]2)=[C:5]2[N:6]=[C:7]3[CH2:13][CH2:12][N:11]([C:14]([O:16][C:17]([CH3:20])([CH3:19])[CH3:18])=[O:15])[CH2:10][C:8]3=[CH:9][N:4]2[N:3]=1.